From a dataset of Catalyst prediction with 721,799 reactions and 888 catalyst types from USPTO. Predict which catalyst facilitates the given reaction. (1) Reactant: [F:1][C:2]1[CH:10]=[C:9]2[C:5]([C:6]([CH2:11][C:12]#[N:13])=[CH:7][NH:8]2)=[CH:4][CH:3]=1.[CH3:14][C:15]([O:18][C:19](O[C:19]([O:18][C:15]([CH3:17])([CH3:16])[CH3:14])=[O:20])=[O:20])([CH3:17])[CH3:16]. Product: [F:1][C:2]1[CH:10]=[C:9]2[C:5]([C:6]([CH2:11][C:12]#[N:13])=[CH:7][N:8]2[C:19]([O:18][C:15]([CH3:17])([CH3:16])[CH3:14])=[O:20])=[CH:4][CH:3]=1. The catalyst class is: 79. (2) Reactant: [BH4-].[Na+].[Br:3][C:4]1[CH:5]=[C:6]([CH:11]=[C:12]([Br:15])[C:13]=1[Cl:14])[C:7](OC)=[O:8]. Product: [Br:3][C:4]1[CH:5]=[C:6]([CH2:7][OH:8])[CH:11]=[C:12]([Br:15])[C:13]=1[Cl:14]. The catalyst class is: 5.